This data is from Forward reaction prediction with 1.9M reactions from USPTO patents (1976-2016). The task is: Predict the product of the given reaction. Given the reactants [CH:1]1([CH2:4][O:5][C:6]2[N:11]=[C:10]([C:12]([OH:14])=O)[CH:9]=[CH:8][C:7]=2[N:15]2[CH2:18][C:17]([F:20])([F:19])[CH2:16]2)[CH2:3][CH2:2]1.Cl.[NH2:22][C:23]1([CH2:38][C:39]([NH2:41])=[O:40])[CH2:27][CH2:26][N:25]([C:28]([O:30][CH2:31][C:32]2[CH:37]=[CH:36][CH:35]=[CH:34][CH:33]=2)=[O:29])[CH2:24]1.CN(C(ON1N=NC2C=CC=CC1=2)=[N+](C)C)C.[B-](F)(F)(F)F.CCN(C(C)C)C(C)C, predict the reaction product. The product is: [NH2:41][C:39](=[O:40])[CH2:38][C:23]1([NH:22][C:12]([C:10]2[CH:9]=[CH:8][C:7]([N:15]3[CH2:18][C:17]([F:20])([F:19])[CH2:16]3)=[C:6]([O:5][CH2:4][CH:1]3[CH2:2][CH2:3]3)[N:11]=2)=[O:14])[CH2:27][CH2:26][N:25]([C:28]([O:30][CH2:31][C:32]2[CH:37]=[CH:36][CH:35]=[CH:34][CH:33]=2)=[O:29])[CH2:24]1.